Dataset: Full USPTO retrosynthesis dataset with 1.9M reactions from patents (1976-2016). Task: Predict the reactants needed to synthesize the given product. (1) Given the product [C:1]([O:5][C:6](=[O:31])[NH:7][CH:8]1[CH2:13][CH2:12][CH:11]([NH:14][C:15]2[C:16]3[N:17]([C:21]([C:24]4[CH:29]=[CH:28][CH:27]=[C:26]([NH:47][CH:40]([C:41]5[CH:46]=[CH:45][CH:44]=[CH:43][CH:42]=5)[CH2:39][NH:38][C:37]([O:36][C:32]([CH3:35])([CH3:33])[CH3:34])=[O:48])[N:25]=4)=[CH:22][N:23]=3)[CH:18]=[CH:19][N:20]=2)[CH2:10][CH2:9]1)([CH3:4])([CH3:3])[CH3:2], predict the reactants needed to synthesize it. The reactants are: [C:1]([O:5][C:6](=[O:31])[NH:7][CH:8]1[CH2:13][CH2:12][CH:11]([NH:14][C:15]2[C:16]3[N:17]([C:21]([C:24]4[CH:29]=[CH:28][CH:27]=[C:26](Br)[N:25]=4)=[CH:22][N:23]=3)[CH:18]=[CH:19][N:20]=2)[CH2:10][CH2:9]1)([CH3:4])([CH3:3])[CH3:2].[C:32]([O:36][C:37](=[O:48])[NH:38][CH2:39][CH:40]([NH2:47])[C:41]1[CH:46]=[CH:45][CH:44]=[CH:43][CH:42]=1)([CH3:35])([CH3:34])[CH3:33].CN(C1C(C2C(P(C3CCCCC3)C3CCCCC3)=CC=CC=2)=CC=CC=1)C.C([O-])([O-])=O.[K+].[K+]. (2) Given the product [N:1]1[C:5]2[CH:6]=[CH:7][CH:8]=[CH:9][C:4]=2[NH:3][C:2]=1[S:10][CH2:11][CH2:12][N:13]1[CH2:14][CH2:15][N:16]([CH2:19][C:20]([NH:22][C:23]2[C:24]([S:32][CH3:33])=[N:25][C:26]([CH3:31])=[CH:27][C:28]=2[S:29]([CH3:30])=[O:35])=[O:21])[CH2:17][CH2:18]1, predict the reactants needed to synthesize it. The reactants are: [N:1]1[C:5]2[CH:6]=[CH:7][CH:8]=[CH:9][C:4]=2[NH:3][C:2]=1[S:10][CH2:11][CH2:12][N:13]1[CH2:18][CH2:17][N:16]([CH2:19][C:20]([NH:22][C:23]2[C:24]([S:32][CH3:33])=[N:25][C:26]([CH3:31])=[CH:27][C:28]=2[S:29][CH3:30])=[O:21])[CH2:15][CH2:14]1.B1([O-])O[O:35]1.O.O.O.O.[Na+]. (3) Given the product [NH2:16][C:12]1[N:11]=[C:10]([N:7]2[C:6]3[CH:17]=[C:2]([C:20]#[N:21])[CH:3]=[CH:4][C:5]=3[N:9]=[CH:8]2)[CH:15]=[CH:14][N:13]=1, predict the reactants needed to synthesize it. The reactants are: Br[C:2]1[CH:3]=[CH:4][C:5]2[N:9]=[CH:8][N:7]([C:10]3[CH:15]=[CH:14][N:13]=[C:12]([NH2:16])[N:11]=3)[C:6]=2[CH:17]=1.[Cl-].[NH4+].[CH3:20][N:21](C=O)C. (4) Given the product [Cl:1][C:2]1[CH:3]=[CH:4][C:5]([CH2:6][CH:7]2[C:11]([CH2:13][N:14]3[CH:18]=[N:17][CH:16]=[N:15]3)([OH:12])[C:10]([CH2:20][OH:21])([CH3:19])[CH2:9][CH2:8]2)=[CH:25][CH:26]=1, predict the reactants needed to synthesize it. The reactants are: [Cl:1][C:2]1[CH:26]=[CH:25][C:5]([CH2:6][CH:7]2[C:11]([CH2:13][N:14]3[CH:18]=[N:17][CH:16]=[N:15]3)([OH:12])[C:10]([CH2:20][O:21]COC)([CH3:19])[CH2:9][CH2:8]2)=[CH:4][CH:3]=1.Cl.CO. (5) Given the product [Br:45][CH2:17][C:9]1[CH:8]=[C:7]([N:6]2[C:2]([CH3:1])=[N:3][N:4]=[N:5]2)[CH:12]=[C:11]([C:13]([F:16])([F:15])[F:14])[CH:10]=1, predict the reactants needed to synthesize it. The reactants are: [CH3:1][C:2]1[N:6]([C:7]2[CH:8]=[C:9]([CH2:17]O)[CH:10]=[C:11]([C:13]([F:16])([F:15])[F:14])[CH:12]=2)[N:5]=[N:4][N:3]=1.C1(P(C2C=CC=CC=2)C2C=CC=CC=2)C=CC=CC=1.C1C(=O)N([Br:45])C(=O)C1.O. (6) Given the product [CH2:1]=[CH:2][CH3:4].[N:5]1[CH:10]=[CH:9][CH:8]=[CH:7][CH:6]=1, predict the reactants needed to synthesize it. The reactants are: [CH3:1][CH:2]([CH3:4])O.[N:5]1[CH:10]=[CH:9][CH:8]=[CH:7][CH:6]=1.[Li]CCCC.C([O-])(O)=O.[Na+].